This data is from Full USPTO retrosynthesis dataset with 1.9M reactions from patents (1976-2016). The task is: Predict the reactants needed to synthesize the given product. (1) Given the product [OH:1][C@H:2]1[C@H:7]2[CH2:8][C@H:4]([C@@H:5]([C:18]([O:20][CH2:21][CH3:22])=[O:19])[N:6]2[C@@H:10]([C:12]2[CH:17]=[CH:16][CH:15]=[CH:14][CH:13]=2)[CH3:11])[CH2:3]1, predict the reactants needed to synthesize it. The reactants are: [OH:1][C@H:2]1[C@H:7]2[C@@H:8](I)[C@H:4]([C@@H:5]([C:18]([O:20][CH2:21][CH3:22])=[O:19])[N:6]2[C@@H:10]([C:12]2[CH:17]=[CH:16][CH:15]=[CH:14][CH:13]=2)[CH3:11])[CH2:3]1.C([SnH](CCCC)CCCC)CCC.N(C(C)(C)C#N)=NC(C)(C)C#N. (2) Given the product [NH2:13][C:11]1[S:12][C:8]([C:6]2[CH:5]=[CH:4][N:3]=[C:2]([NH:15][CH3:14])[CH:7]=2)=[N:9][N:10]=1, predict the reactants needed to synthesize it. The reactants are: Cl[C:2]1[CH:7]=[C:6]([C:8]2[S:12][C:11]([NH2:13])=[N:10][N:9]=2)[CH:5]=[CH:4][N:3]=1.[CH3:14][NH2:15]. (3) Given the product [Cl:8][C:4]1[CH:5]=[CH:6][CH:7]=[C:2]([Cl:1])[C:3]=1[CH2:9][S:10]([C:13]1[CH:14]=[C:15]2[C:19](=[CH:20][CH:21]=1)[NH:18][C:17](=[O:22])/[C:16]/2=[CH:37]\[C:25]1[NH:26][C:27]([CH3:36])=[C:28]([CH:29]2[CH2:34][CH2:33][N:32]([CH3:35])[CH2:31][CH2:30]2)[C:24]=1[CH3:23])(=[O:12])=[O:11], predict the reactants needed to synthesize it. The reactants are: [Cl:1][C:2]1[CH:7]=[CH:6][CH:5]=[C:4]([Cl:8])[C:3]=1[CH2:9][S:10]([C:13]1[CH:14]=[C:15]2[C:19](=[CH:20][CH:21]=1)[NH:18][C:17](=[O:22])[CH2:16]2)(=[O:12])=[O:11].[CH3:23][C:24]1[C:28]([CH:29]2[CH2:34][CH2:33][N:32]([CH3:35])[CH2:31][CH2:30]2)=[C:27]([CH3:36])[NH:26][C:25]=1[CH:37]=O.